Dataset: Full USPTO retrosynthesis dataset with 1.9M reactions from patents (1976-2016). Task: Predict the reactants needed to synthesize the given product. (1) Given the product [O:7]=[C:4]1[N:3]([CH2:11][C:12]([OH:14])=[O:13])[CH:2]=[N:1][CH:6]=[CH:5]1, predict the reactants needed to synthesize it. The reactants are: [N:1]1[CH:6]=[CH:5][C:4](=[O:7])[NH:3][CH:2]=1.[OH-].[Na+].Cl[CH2:11][C:12]([OH:14])=[O:13].Cl. (2) Given the product [CH3:30][C:29]([CH3:31])([CH3:32])[C:28]#[C:27][C:7]1[S:6][C:5]([C:3]([OH:4])=[O:2])=[C:9]([N:10]([C:18]([C@H:20]2[CH2:25][CH2:24][C@H:23]([CH3:26])[CH2:22][CH2:21]2)=[O:19])[CH2:11][C:12]2[CH:13]=[N:14][CH:15]=[CH:16][CH:17]=2)[CH:8]=1, predict the reactants needed to synthesize it. The reactants are: C[O:2][C:3]([C:5]1[S:6][C:7]([C:27]#[C:28][C:29]([CH3:32])([CH3:31])[CH3:30])=[CH:8][C:9]=1[N:10]([C:18]([C@H:20]1[CH2:25][CH2:24][C@H:23]([CH3:26])[CH2:22][CH2:21]1)=[O:19])[CH2:11][C:12]1[CH:13]=[N:14][CH:15]=[CH:16][CH:17]=1)=[O:4].C1COCC1.[OH-].[Li+].Cl. (3) The reactants are: Cl[CH2:2][CH2:3][CH2:4][C:5]([C:7]1[CH:12]=[CH:11][C:10]([CH:13]([CH3:15])[CH3:14])=[CH:9][CH:8]=1)=[O:6].[NH:16]1[CH2:21][CH2:20][CH:19]([C:22]2[CH:23]=[C:24]([NH:28][C:29](=[O:32])[CH2:30][CH3:31])[CH:25]=[CH:26][CH:27]=2)[CH2:18][CH2:17]1. Given the product [CH:13]([C:10]1[CH:11]=[CH:12][C:7]([C:5](=[O:6])[CH2:4][CH2:3][CH2:2][N:16]2[CH2:21][CH2:20][CH:19]([C:22]3[CH:23]=[C:24]([NH:28][C:29](=[O:32])[CH2:30][CH3:31])[CH:25]=[CH:26][CH:27]=3)[CH2:18][CH2:17]2)=[CH:8][CH:9]=1)([CH3:15])[CH3:14], predict the reactants needed to synthesize it. (4) Given the product [CH:1]1([N:6]2[CH2:12][C:11]([F:13])([F:14])[C:10](=[O:15])[N:9]([CH3:16])[C:8]3[CH:17]=[N:18][C:19]([NH:21][C:22]4[CH:30]=[CH:29][C:25]([C:26]([NH:51][CH:48]5[CH2:49][CH2:50][N:45]([CH:42]([CH3:44])[CH3:43])[CH2:46][CH2:47]5)=[O:27])=[CH:24][C:23]=4[O:31][CH3:32])=[N:20][C:7]2=3)[CH2:2][CH2:3][CH2:4][CH2:5]1, predict the reactants needed to synthesize it. The reactants are: [CH:1]1([N:6]2[CH2:12][C:11]([F:14])([F:13])[C:10](=[O:15])[N:9]([CH3:16])[C:8]3[CH:17]=[N:18][C:19]([NH:21][C:22]4[CH:30]=[CH:29][C:25]([C:26](O)=[O:27])=[CH:24][C:23]=4[O:31][CH3:32])=[N:20][C:7]2=3)[CH2:5][CH2:4][CH2:3][CH2:2]1.C(N(C(C)C)C(C)C)C.[CH:42]([N:45]1[CH2:50][CH2:49][CH:48]([NH2:51])[CH2:47][CH2:46]1)([CH3:44])[CH3:43]. (5) Given the product [NH2:2][C:1]1([C:3]2[CH:8]=[CH:7][C:6]([C:9]#[N:10])=[CH:5][CH:4]=2)[CH2:12][CH2:11]1, predict the reactants needed to synthesize it. The reactants are: [C:1]([C:3]1[CH:8]=[CH:7][C:6]([C:9]#[N:10])=[CH:5][CH:4]=1)#[N:2].[CH2:11]([Mg]Br)[CH3:12]. (6) The reactants are: S([N:11]1[C:15]2[N:16]=[CH:17][C:18]3[N:19]([C:20]([CH2:23][C:24]4([CH2:28][NH2:29])[CH2:27][CH2:26][CH2:25]4)=[N:21][N:22]=3)[C:14]=2[CH:13]=[CH:12]1)(C1C=CC(C)=CC=1)(=O)=O.C(OC([NH:37][C:38]1([CH2:42][C:43](O)=[O:44])CCC1)=O)(C)(C)C.CCN=C=NCCCN(C)C.Cl.Cl.C(CC(O)=O)#N.C1C=CC2N(O)N=NC=2C=1.CCN(C(C)C)C(C)C. Given the product [C:20]1([CH2:23][C:24]2([CH2:28][NH:29][C:43](=[O:44])[CH2:42][C:38]#[N:37])[CH2:25][CH2:26][CH2:27]2)[N:19]2[C:14]3[CH:13]=[CH:12][NH:11][C:15]=3[N:16]=[CH:17][C:18]2=[N:22][N:21]=1, predict the reactants needed to synthesize it. (7) Given the product [C:30]1([N:36]2[CH2:41][CH2:40][N:39]([C:18]([NH:17][CH2:16][CH2:15][CH2:14][CH2:13][N:10]3[CH2:9][CH2:8][N:7]([C:1]4[CH:2]=[CH:3][CH:4]=[CH:5][CH:6]=4)[CH2:12][CH2:11]3)=[O:19])[CH2:38][CH2:37]2)[CH:35]=[CH:34][CH:33]=[CH:32][CH:31]=1, predict the reactants needed to synthesize it. The reactants are: [C:1]1([N:7]2[CH2:12][CH2:11][N:10]([CH2:13][CH2:14][CH2:15][CH2:16][NH2:17])[CH2:9][CH2:8]2)[CH:6]=[CH:5][CH:4]=[CH:3][CH:2]=1.[C:18](N1C=CN=C1)(N1C=CN=C1)=[O:19].[C:30]1([N:36]2[CH2:41][CH2:40][NH:39][CH2:38][CH2:37]2)[CH:35]=[CH:34][CH:33]=[CH:32][CH:31]=1.